The task is: Predict the reactants needed to synthesize the given product.. This data is from Full USPTO retrosynthesis dataset with 1.9M reactions from patents (1976-2016). (1) Given the product [NH2:30][C:23]1[N:9]([C:10]2[CH:11]=[C:12]([CH:15]=[CH:16][CH:17]=2)[C:13]#[N:14])[N:8]=[C:7]([CH:1]([CH3:2])[CH3:6])[CH:18]=1, predict the reactants needed to synthesize it. The reactants are: [C:1]1([C:7]([C:18]2[CH:23]=CC=CC=2)=[N:8][NH:9][C:10]2[CH:11]=[C:12]([CH:15]=[CH:16][CH:17]=2)[C:13]#[N:14])[CH:6]=CC=C[CH:2]=1.Cl.CC(C)C(=O)CC#[N:30]. (2) Given the product [CH2:1]([C:6]1[CH:11]=[CH:10][C:9]([CH2:12][CH2:13][CH:14]2[O:18][CH:17]([C:19]([NH:21][C@@H:22]([CH2:27][N+:28]([CH3:31])([CH3:29])[CH3:30])[CH2:23][C:24]([O-:26])=[O:25])=[O:20])[CH2:16][CH2:15]2)=[CH:8][CH:7]=1)[CH2:2][CH2:3][CH2:4][CH3:5], predict the reactants needed to synthesize it. The reactants are: [CH2:1]([C:6]1[CH:11]=[CH:10][C:9]([C:12]#[C:13][C:14]2[O:18][C:17]([C:19]([NH:21][C@@H:22]([CH2:27][N+:28]([CH3:31])([CH3:30])[CH3:29])[CH2:23][C:24]([O-:26])=[O:25])=[O:20])=[CH:16][CH:15]=2)=[CH:8][CH:7]=1)[CH2:2][CH2:3][CH2:4][CH3:5]. (3) Given the product [N+:1]([C:4]1[CH:9]=[CH:8][CH:7]=[CH:6][C:5]=1[CH2:10][CH2:11][NH:12][CH:14]1[CH2:19][CH2:18][N:17]([C:20]([O:22][C:23]([CH3:26])([CH3:25])[CH3:24])=[O:21])[CH2:16][CH2:15]1)([O-:3])=[O:2], predict the reactants needed to synthesize it. The reactants are: [N+:1]([C:4]1[CH:9]=[CH:8][CH:7]=[CH:6][C:5]=1[CH2:10][CH2:11][NH2:12])([O-:3])=[O:2].O=[C:14]1[CH2:19][CH2:18][N:17]([C:20]([O:22][C:23]([CH3:26])([CH3:25])[CH3:24])=[O:21])[CH2:16][CH2:15]1.C(O)(=O)C.[BH3-]C#N.[Na+]. (4) Given the product [OH:1][CH2:2][C@@H:3]1[C:9](=[O:10])[N:8]([CH2:11][CH2:12][C:13]2[CH:18]=[CH:17][CH:16]=[CH:15][CH:14]=2)[CH2:7][C:6]2[CH:19]=[C:20]([C:23]([N:41]([CH3:42])[CH2:40][C:32]3[N:31]([CH3:30])[C:39]4[C:34]([CH:33]=3)=[CH:35][CH:36]=[CH:37][CH:38]=4)=[O:25])[CH:21]=[CH:22][C:5]=2[NH:4]1, predict the reactants needed to synthesize it. The reactants are: [OH:1][CH2:2][C@@H:3]1[C:9](=[O:10])[N:8]([CH2:11][CH2:12][C:13]2[CH:18]=[CH:17][CH:16]=[CH:15][CH:14]=2)[CH2:7][C:6]2[CH:19]=[C:20]([C:23]([O:25]C(C)(C)C)=O)[CH:21]=[CH:22][C:5]=2[NH:4]1.[CH3:30][N:31]1[C:39]2[C:34](=[CH:35][CH:36]=[CH:37][CH:38]=2)[CH:33]=[C:32]1[CH2:40][NH:41][CH3:42].CCN(CC)CC.C1C=CC2N(O)N=NC=2C=1.O.CCN=C=NCCCN(C)C.Cl. (5) Given the product [CH2:1]([N:8]1[CH2:13][CH2:12][CH:11]([N:14]2[CH2:21][CH2:20][S:17](=[O:19])(=[O:18])[CH2:15][CH2:16]2)[CH2:10][CH2:9]1)[C:2]1[CH:3]=[CH:4][CH:5]=[CH:6][CH:7]=1, predict the reactants needed to synthesize it. The reactants are: [CH2:1]([N:8]1[CH2:13][CH2:12][CH:11]([NH2:14])[CH2:10][CH2:9]1)[C:2]1[CH:7]=[CH:6][CH:5]=[CH:4][CH:3]=1.[CH:15]([S:17]([CH:20]=[CH2:21])(=[O:19])=[O:18])=[CH2:16].